The task is: Binary Classification. Given two protein amino acid sequences, predict whether they physically interact or not.. This data is from Human Reference Interactome with 51,813 positive PPI pairs across 8,248 proteins, plus equal number of experimentally-validated negative pairs. (1) Protein 1 (ENSG00000062725) has sequence MAAVELEWIPETLYNTAISAVVDNYIRSRRDIRSLPENIQFDVYYKLYQQGRLCQLGSEFCELEVFAKVLRALDKRHLLHHCFQALMDHGVKVASVLAYSFSRRCSYIAESDAAVKEKAIQVGFVLGGFLSDAGWYSDAEKVFLSCLQLCTLHDEMLHWFRAVECCVRLLHVRNGNCKYHLGEETFKLAQTYMDKLSKHGQQANKAALYGELCALLFAKSHYDEAYKWCIEAMKEITAGLPVKVVVDVLRQASKACVVKREFKKAEQLIKHAVYLARDHFGSKHPKYSDTLLDYGFYLLN.... Protein 2 (ENSG00000089006) has sequence MAAVPELLQQQEEDRSKLRSVSVDLNVDPSLQIDIPDALSERDKVKFTVHTKTTLPTFQSPEFSVTRQHEDFVWLHDTLIETTDYAGLIIPPAPTKPDFDGPREKMQKLGEGEGSMTKEEFAKMKQELEAEYLAVFKKTVSSHEVFLQRLSSHPVLSKDRNFHVFLEYDQDLSVRRKNTKEMFGGFFKSVVKSADEVLFTGVKEVDDFFEQEKNFLINYYNRIKDSCVKADKMTRSHKNVADDYIHTAACLHSLALEEPTVIKKYLLKVAELFEKLRKVEGRVSSDEDLKLTELLRYYML.... Result: 1 (the proteins interact). (2) Protein 1 (ENSG00000157927) has sequence MFYGTHFIMSPPTKSKLKRQSQLLSSMLSRTLSYKYRDLDSTFSSLGASDDPAELSTQLSAPGVLKVFGDSVCTGTHYKSVLATGTSSARELVKEALERYALDPRQAGQYVLCDVVGQAGDAGQRWQARCFRVFGDSEKPLLIQELWKPREGLSRRFELRKRSDVEELAAKEVDTITAGINAQARRLQRSRAKGTPTPALGDARSSPPPRLRRTVSETSLSPVNALPAAAQGPEEPGPDAMRYSLYQSPHLLLLQGYSQQHDSLVYVLNRDRHTVGQRTPSSKPSISLSAPDILPLHCTI.... Protein 2 (ENSG00000065665) has sequence MGIKFLEVIKPFCAVLPEIQKPERKIQFREKVLWTAITLFIFLVCCQIPLFGIMSSDSADPFYWMRVILASNRGTLMELGISPIVTSGLIMQLLAGAKIIEVGDTPKDRALFNGAQKLFGMIITIGQAIVYVMTGMYGDPAEMGAGICLLIIIQLFVAGLIVLLLDELLQKGYGLGSGISLFIATNICETIVWKAFSPTTINTGRGTEFEGAVIALFHLLATRTDKVRALREAFYRQNLPNLMNLIATVFVFAVVIYFQGFRVDLPIKSARYRGQYSSYPIKLFYTSNIPIILQSALVSN.... Result: 0 (the proteins do not interact). (3) Protein 1 (ENSG00000206535) has sequence MEHKDDDDDDVSFAKWMSSFWGHSWREEDQRGLRERHRLQATSHRKTSLPCPLPVLPRIPSSDCHPRRHSHEDQEFRCRSHVRDYRKYSEDGSFKEPLESKGRSHSKIEKFSESFERQLCFRTKRSASLGPESRKERNERECLRMEIKSRKKVEEERSSRKEEHGEAHMAPLFEKGPE*MEHKDDDDDDVSFAKWMSSFWGHSWREEDQRGLRERHRLQATSHRKTSLPCPNSII*MEHKDDDDDDVSFAKWMSSFWGHSWREEDQRGLRERHRLQATSHRKTSLPCPSFYTVNFFILYS.... Protein 2 (ENSG00000157954) has sequence MNLASQSGEAGAGQLLFANFNQDNTEVKGASRAAGLGRRAVVWSLAVGSKSGYKFFSLSSVDKLEQIYECTDTEDVCIVERLFSSSLVAIVSLKAPRKLKVCHFKKGTEICNYSYSNTILAVKLNRQRLIVCLEESLYIHNIRDMKVLHTIRETPPNPAGLCALSINNDNCYLAYPGSATIGEVQVFDTINLRAANMIPAHDSPLAALAFDASGTKLATASEKGTVIRVFSIPEGQKLFEFRRGVKRCVSICSLAFSMDGMFLSASSNTETVHIFKLETVKEKPPEEPTTWTGYFGKVLM.... Result: 0 (the proteins do not interact). (4) Protein 1 (ENSG00000165084) has sequence MTKLITETPDQPIPFLIDHLQSKQGNRGQLQRTLSGSAALWAESEKSESKGTRRDFRSYDKPWQLNAKKPKKSKSDLAVSNISPPSPDSKSLPRSVEHPKWNWRTKPQSRDFDELNHILQESKKLGKALENLSRSIAISDELDKETVTFNSSLLRPRVIGEWIGREENDADPLAAEMLQPPIPRSKNDQWESEDSGSSPAGSLKMEPKNKGLKQQQQQHKKLLAAMLSQDSFESIHSPTPSVTEEDIDNEDDAMELLEDLNDLRMEGVTTLVPSGSKFNQGRPTYPAEPQAKVTLNICSR.... Protein 2 (ENSG00000253797) has sequence MNVNQVAENLALSHQEELVDLPKNYPLSENEDEGDSDGERKHQKLLEAIISLDGKNRRKLAERSEASLKVSEFSVSSEGSGEKLGLADLLEPVKTSSSLATVKKQLNRVKSKKVVELPLNKEKIEQIHREVAFSKTSQVLSKWDPIILKNQQAEQLVFPLGKEQPAIAPIEHALSGWKARTPLEQEIFNLLHKNKQPVTDPLLTPMEKASLQAMSLEEAKMHRAELQRARALQSYYEAKARKEKKIKSKKYHKVVKKGKAKKALKEFEQLQKVNPTVALEEMEKIENARMMERMSLKHQN.... Result: 1 (the proteins interact). (5) Protein 1 (ENSG00000162236) has sequence MIPRKRYGSKNTDQGVYLGLSKTQVLSPATAGSSSSDIAPLPPPVTLVPPPPDTMSCRDRTQEFLSACKSLQTRQNGIQTNKPALRAVRQRSEFTLMAKRIGKDLSNTFAKLEKLTILAKRKSLFDDKAVEIEELTYIIKQDINSLNKQIAQLQDFVRAKGSQSGRHLQTHSNTIVVSLQSKLASMSNDFKSVLEVRTENLKQQRSRREQFSRAPVSALPLAPNHLGGGAVVLGAESHASKDVAIDMMDSRTSQQLQLIDEQDSYIQSRADTMQNIESTIVELGSIFQQLAHMVKEQEET.... Protein 2 (ENSG00000181915) has sequence MPRDNMASLIQRIARQACLTFRGSGGGRGASDRDAASGPEAPMQPGFPENLSKLKSLLTQLRAEDLNIAPRKATLQPLPPNLPPVTYMHIYETDGFSLGVFLLKSGTSIPLHDHPGMHGMLKVLYGTVRISCMDKLDAGGGQRPRALPPEQQFEPPLQPREREAVRPGVLRSRAEYTEASGPCILTPHRDNLHQIDAVEGPAAFLDILAPPYDPDDGRDCHYYRVLEPVRPKEASSSACDLPREVWLLETPQADDFWCEGEPYPGPKVFP*. Result: 0 (the proteins do not interact). (6) Protein 1 (ENSG00000006606) has sequence MMGLSLASAVLLASLLSLHLGTATRGSDISKTCCFQYSHKPLPWTWVRSYEFTSNSCSQRAVIFTTKRGKKVCTHPRKKWVQKYISLLKTPKQL*. Protein 2 (ENSG00000100448) has sequence MQPLLLLLAFLLPTGAEAGEIIGGRESRPHSRPYMAYLQIQSPAGQSRCGGFLVREDFVLTAAHCWGSNINVTLGAHNIQRRENTQQHITARRAIRHPQYNQRTIQNDIMLLQLSRRVRRNRNVNPVALPRAQEGLRPGTLCTVAGWGRVSMRRGTDTLREVQLRVQRDRQCLRIFGSYDPRRQICVGDRRERKAAFKGDSGGPLLCNNVAHGIVSYGKSSGVPPEVFTRVSSFLPWIRTTMRSFKLLDQMETPL*. Result: 0 (the proteins do not interact). (7) Protein 1 (ENSG00000162086) has sequence MMMVDLKVAAYLDPQIRALWETKGPARESSGQSKKSPQMDCLDPKSSCWHFRNFTYDEAGGPREAVSKLQELCHLWLKPEIHSKEQILELLVLEQFLTILPRETQTQMQKHHPQSIEEAVALVEHLQRESGQTWNGVAVHELGKEAVLLGETAEASSFGLKPTESQPVGVSQDEEFWNTYEGLQEQLSRNTHKETEPVYERAVPTQQILAFPEQTNTKDWTVTPEHVLPESQHCLCSPNLK*MYFSQEEWELLDPTQKALYNDVMQENYETVISLALFVLPKPKVISCLEQGEEPWVQVS.... Protein 2 (ENSG00000150244) has sequence MSRRIIVGTLQRTQRNMNSGISQVFQRELTCPICMNYFIDPVTIDCGHSFCRPCFYLNWQDIPILTQCFECIKTIQQRNLKTNIRLKKMASLARKASLWLFLSSEEQMCGIHRETKKMFCEVDRSLLCLLCSSSQEHRYHRHCPAEWAAEEHWEKLLKKMQSLWEKACENQRNLNVETTRISHWKAFGDILYRSESVLLHMPQPLNLALRAGPITGLRDRLNQF*. Result: 0 (the proteins do not interact).